This data is from Forward reaction prediction with 1.9M reactions from USPTO patents (1976-2016). The task is: Predict the product of the given reaction. (1) Given the reactants [NH2:1][C:2](=[O:42])[CH2:3][C:4]1[C:5]([CH2:10][CH2:11][C:12]2[C:17]([C:18]([F:21])([F:20])[F:19])=[CH:16][N:15]=[C:14]([NH:22][C:23]3[CH:28]=[CH:27][C:26]([CH:29]4[CH2:34][CH2:33][N:32](C(OC(C)(C)C)=O)[CH2:31][CH2:30]4)=[CH:25][CH:24]=3)[N:13]=2)=[N:6][CH:7]=[CH:8][N:9]=1.C(O)(C(F)(F)F)=O, predict the reaction product. The product is: [NH:32]1[CH2:31][CH2:30][CH:29]([C:26]2[CH:27]=[CH:28][C:23]([NH:22][C:14]3[N:13]=[C:12]([CH2:11][CH2:10][C:5]4[C:4]([CH2:3][C:2]([NH2:1])=[O:42])=[N:9][CH:8]=[CH:7][N:6]=4)[C:17]([C:18]([F:20])([F:19])[F:21])=[CH:16][N:15]=3)=[CH:24][CH:25]=2)[CH2:34][CH2:33]1. (2) Given the reactants [CH2:1]([C:8]1[CH2:12][CH2:11][C:10](=[O:13])[CH:9]=1)[C:2]1[CH:7]=[CH:6][CH:5]=[CH:4][CH:3]=1.[H-].[Al+3].[Li+].[H-].[H-].[H-].C([O-])([O-])=O.[K+].[K+], predict the reaction product. The product is: [CH2:1]([C:8]1[CH2:12][CH2:11][CH:10]([OH:13])[CH:9]=1)[C:2]1[CH:7]=[CH:6][CH:5]=[CH:4][CH:3]=1. (3) Given the reactants II.[C:3]([O:7][C:8]([C@H:10]([CH2:15]I)[C:11]([O:13][CH3:14])=[O:12])=[O:9])([CH3:6])([CH3:5])[CH3:4].I[C:18]1[CH:23]=[CH:22][C:21]([C:24]([F:27])([F:26])[F:25])=[CH:20][CH:19]=1.C1(P(C2C=CC=CC=2C2C(OC)=CC=CC=2OC)C2CCCCC2)CCCCC1, predict the reaction product. The product is: [C:3]([O:7][C:8]([C@@H:10]([CH2:15][C:18]1[CH:23]=[CH:22][C:21]([C:24]([F:27])([F:26])[F:25])=[CH:20][CH:19]=1)[C:11]([O:13][CH3:14])=[O:12])=[O:9])([CH3:6])([CH3:5])[CH3:4]. (4) The product is: [Br:1][C:2]1[C:3]([F:11])=[C:4]([CH2:5][OH:6])[C:7]([Cl:10])=[CH:8][CH:9]=1. Given the reactants [Br:1][C:2]1[C:3]([F:11])=[C:4]([C:7]([Cl:10])=[CH:8][CH:9]=1)[CH:5]=[O:6].[BH4-].[Na+], predict the reaction product. (5) Given the reactants [OH:1][N:2]1[C:6](=[O:7])[CH2:5][CH2:4][C:3]1=[O:8].C1(N=C=NC2CCCCC2)CCCCC1.[N:24]1[CH:29]=[CH:28][CH:27]=[N:26][C:25]=1[S:30][CH2:31][C:32](O)=[O:33], predict the reaction product. The product is: [O:8]=[C:3]1[CH2:4][CH2:5][C:6](=[O:7])[N:2]1[O:1][C:32](=[O:33])[CH2:31][S:30][C:25]1[N:26]=[CH:27][CH:28]=[CH:29][N:24]=1. (6) Given the reactants [Li]C[CH2:3][CH2:4][CH3:5].[CH3:6]CCCCC.C(OC([N:19]([C:32]([O:34][C:35]([CH3:38])([CH3:37])[CH3:36])=[O:33])[C:20]1[C:25](Br)=[CH:24][C:23]([C:27]([F:30])([F:29])[F:28])=[C:22]([Cl:31])[CH:21]=1)=O)(C)(C)C.[Cl-].[NH4+].[C:41]([O:44]CC)(=[O:43])C, predict the reaction product. The product is: [C:4]([O:44][C:41](=[O:43])[C:25]1[CH:24]=[C:23]([C:27]([F:30])([F:28])[F:29])[C:22]([Cl:31])=[CH:21][C:20]=1[NH:19][C:32]([O:34][C:35]([CH3:36])([CH3:37])[CH3:38])=[O:33])([CH3:3])([CH3:5])[CH3:6]. (7) The product is: [O:37]=[C:9]1[N:10]([C:19]2[CH:20]=[CH:21][C:22]([CH2:25][C:26](=[O:36])[NH:27][CH2:28][CH2:29][C:30]3[CH:31]=[CH:32][CH:33]=[CH:34][CH:35]=3)=[CH:23][CH:24]=2)[C:11](=[O:18])[C:12]2[C:17](=[CH:16][CH:15]=[CH:14][CH:13]=2)[N:8]1[CH2:7][C:6]([OH:38])=[O:5]. Given the reactants C([O:5][C:6](=[O:38])[CH2:7][N:8]1[C:17]2[C:12](=[CH:13][CH:14]=[CH:15][CH:16]=2)[C:11](=[O:18])[N:10]([C:19]2[CH:24]=[CH:23][C:22]([CH2:25][C:26](=[O:36])[NH:27][CH2:28][CH2:29][C:30]3[CH:35]=[CH:34][CH:33]=[CH:32][CH:31]=3)=[CH:21][CH:20]=2)[C:9]1=[O:37])(C)(C)C.C([SiH](CC)CC)C.C(O)(C(F)(F)F)=O, predict the reaction product. (8) Given the reactants [F:1][C:2]1[CH:7]=[CH:6][C:5]([C:8]2[CH:16]=[CH:15][CH:14]=[C:13]3[C:9]=2[CH2:10][C:11](=[O:17])[NH:12]3)=[CH:4][CH:3]=1.[CH2:18]([N:20]([CH2:34][CH3:35])[CH2:21][CH2:22][NH:23][C:24]([C:26]1[NH:27][C:28]([CH:32]=O)=[C:29]([CH3:31])[CH:30]=1)=[O:25])[CH3:19], predict the reaction product. The product is: [CH2:34]([N:20]([CH2:18][CH3:19])[CH2:21][CH2:22][NH:23][C:24]([C:26]1[NH:27][C:28]([CH:32]=[C:10]2[C:9]3[C:13](=[CH:14][CH:15]=[CH:16][C:8]=3[C:5]3[CH:4]=[CH:3][C:2]([F:1])=[CH:7][CH:6]=3)[NH:12][C:11]2=[O:17])=[C:29]([CH3:31])[CH:30]=1)=[O:25])[CH3:35].